Dataset: Reaction yield outcomes from USPTO patents with 853,638 reactions. Task: Predict the reaction yield, written as a fraction of the theoretical maximum amount of product (1.0 means a 100% yield; for example, 0.34 means a 34% yield). (1) The reactants are [CH2:1]([O:3][C:4]1[C:13]([C:14]([O:16]CC)=[O:15])=[C:12]2[C:7]([CH:8]=[CH:9][CH:10]=[N:11]2)=[CH:6][CH:5]=1)[CH3:2].O[Li].O.CO.Cl. The catalyst is C1COCC1.O. The product is [CH2:1]([O:3][C:4]1[C:13]([C:14]([OH:16])=[O:15])=[C:12]2[C:7]([CH:8]=[CH:9][CH:10]=[N:11]2)=[CH:6][CH:5]=1)[CH3:2]. The yield is 0.840. (2) The reactants are Br[C:2]1[C:11]2[C:6](=[CH:7][CH:8]=[CH:9][CH:10]=2)[CH:5]=[N:4][CH:3]=1.[C:12]([Cu])#[N:13]. The catalyst is CN(C=O)C. The product is [C:12]([C:2]1[C:11]2[C:6](=[CH:7][CH:8]=[CH:9][CH:10]=2)[CH:5]=[N:4][CH:3]=1)#[N:13]. The yield is 0.450. (3) The product is [ClH:56].[I:1][C:2]1[C:10]2[C:5](=[N:6][CH:7]=[N:8][C:9]=2[NH2:11])[N:4]([CH:13]2[CH2:17][CH2:16][NH:15][CH2:14]2)[N:3]=1. The reactants are [I:1][C:2]1[C:10]2[C:5](=[N:6][CH:7]=[N:8][C:9]=2[NH2:11])[NH:4][N:3]=1.O[CH:13]1[CH2:17][CH2:16][N:15](C(OC(C)(C)C)=O)[CH2:14]1.C1(P(C2C=CC=CC=2)C2C=CC=CC=2)C=CC=CC=1.N(C(OCC)=O)=NC(OCC)=O.[ClH:56]. The catalyst is O1CCCC1.CC(C)=O. The yield is 0.650. (4) The reactants are [C:1]([N:5]1[CH:9]([CH2:10][NH:11][C:12](=O)C(F)(F)F)[C:8]2[CH:18]=[C:19]([C:22]3[C:30]4[C:25](=[CH:26][C:27]([F:31])=[CH:28][CH:29]=4)[N:24](C(OC(C)(C)C)=O)[CH:23]=3)[CH:20]=[CH:21][C:7]=2[S:6]1(=[O:40])=[O:39])([CH3:4])([CH3:3])[CH3:2].[OH-].[Na+].[CH3:43]O. The catalyst is O. The product is [C:1]([N:5]1[CH:9]([CH2:10][N:11]([CH3:12])[CH3:43])[C:8]2[CH:18]=[C:19]([C:22]3[C:30]4[C:25](=[CH:26][C:27]([F:31])=[CH:28][CH:29]=4)[NH:24][CH:23]=3)[CH:20]=[CH:21][C:7]=2[S:6]1(=[O:39])=[O:40])([CH3:3])([CH3:2])[CH3:4]. The yield is 0.870.